The task is: Predict the reactants needed to synthesize the given product.. This data is from Full USPTO retrosynthesis dataset with 1.9M reactions from patents (1976-2016). (1) Given the product [Cl:18][C:19]1[N:24]=[C:23]([NH:1][C:2]2[CH:11]=[CH:10][CH:9]=[CH:8][C:3]=2[C:4]([NH:6][CH3:7])=[O:5])[C:22]([Cl:26])=[CH:21][N:20]=1, predict the reactants needed to synthesize it. The reactants are: [NH2:1][C:2]1[CH:11]=[CH:10][CH:9]=[CH:8][C:3]=1[C:4]([NH:6][CH3:7])=[O:5].C(=O)([O-])[O-].[K+].[K+].[Cl:18][C:19]1[N:24]=[C:23](Cl)[C:22]([Cl:26])=[CH:21][N:20]=1. (2) Given the product [CH2:1]([O:8][C:9]1[CH:18]=[CH:17][C:16]2[N:15]=[CH:14][C:13]3[N:19]=[C:20]([CH2:27][O:28][CH2:29][CH3:30])[N:21]([CH2:22][C:23]([NH:26][S:39]([CH3:38])(=[O:41])=[O:40])([CH3:24])[CH3:25])[C:12]=3[C:11]=2[CH:10]=1)[C:2]1[CH:7]=[CH:6][CH:5]=[CH:4][CH:3]=1, predict the reactants needed to synthesize it. The reactants are: [CH2:1]([O:8][C:9]1[CH:18]=[CH:17][C:16]2[N:15]=[CH:14][C:13]3[N:19]=[C:20]([CH2:27][O:28][CH2:29][CH3:30])[N:21]([CH2:22][C:23]([NH2:26])([CH3:25])[CH3:24])[C:12]=3[C:11]=2[CH:10]=1)[C:2]1[CH:7]=[CH:6][CH:5]=[CH:4][CH:3]=1.C(N(CC)CC)C.[CH3:38][S:39](O[S:39]([CH3:38])(=[O:41])=[O:40])(=[O:41])=[O:40].C(=O)(O)[O-].[Na+]. (3) Given the product [CH3:21][C:17]1([NH:16][S:13]([C:10]2[CH:11]=[CH:12][C:7]([B:22]3[O:26][C:25]([CH3:28])([CH3:27])[C:24]([CH3:30])([CH3:29])[O:23]3)=[CH:8][CH:9]=2)(=[O:15])=[O:14])[CH2:20][O:19][CH2:18]1, predict the reactants needed to synthesize it. The reactants are: C([O-])(=O)C.[K+].Br[C:7]1[CH:12]=[CH:11][C:10]([S:13]([NH:16][C:17]2([CH3:21])[CH2:20][O:19][CH2:18]2)(=[O:15])=[O:14])=[CH:9][CH:8]=1.[B:22]1([B:22]2[O:26][C:25]([CH3:28])([CH3:27])[C:24]([CH3:30])([CH3:29])[O:23]2)[O:26][C:25]([CH3:28])([CH3:27])[C:24]([CH3:30])([CH3:29])[O:23]1. (4) Given the product [Cl:22][C:23]1[CH:24]=[C:25]([NH:29][C:15](=[O:17])/[CH:14]=[CH:13]/[C:5]2[CH:6]=[CH:7][C:8]([S:9](=[O:11])(=[O:12])[NH2:10])=[C:3]([O:2][CH3:1])[CH:4]=2)[CH:26]=[CH:27][CH:28]=1, predict the reactants needed to synthesize it. The reactants are: [CH3:1][O:2][C:3]1[CH:4]=[C:5](/[CH:13]=[CH:14]/[C:15]([OH:17])=O)[CH:6]=[CH:7][C:8]=1[S:9](=[O:12])(=[O:11])[NH2:10].S(Cl)(Cl)=O.[Cl:22][C:23]1[CH:24]=[C:25]([NH2:29])[CH:26]=[CH:27][CH:28]=1.C(N(C(C)C)CC)(C)C.